This data is from Catalyst prediction with 721,799 reactions and 888 catalyst types from USPTO. The task is: Predict which catalyst facilitates the given reaction. (1) Reactant: ClC1C=CC(C[N:7]2[C:15]3[C:14](=[O:16])[NH:13][C:12](=[O:17])[N:11](C)[C:10]=3[N:9]=[C:8]2OC2C=CC=C(OC(F)(F)F)C=2)=CC=1.C(=O)([O-])[O-].[K+].[K+].BrCCCO[Si](C(C)(C)C)(C)C. Product: [NH:13]1[C:14](=[O:16])[C:15]2[NH:7][CH:8]=[N:9][C:10]=2[NH:11][C:12]1=[O:17]. The catalyst class is: 18. (2) Product: [Cl:18][CH2:17][CH2:16][CH2:15][O:1][C:2]1[CH:3]=[CH:4][C:5]2[CH2:11][CH2:10][NH:9][C:8](=[O:12])[NH:7][C:6]=2[CH:13]=1. Reactant: [OH:1][C:2]1[CH:3]=[CH:4][C:5]2[CH2:11][CH2:10][NH:9][C:8](=[O:12])[NH:7][C:6]=2[CH:13]=1.Br[CH2:15][CH2:16][CH2:17][Cl:18].C(=O)([O-])[O-].[Cs+].[Cs+]. The catalyst class is: 8. (3) Reactant: C=O.O1C=CC=C1CCN.[O:11]1[C:19]2[CH2:18][CH2:17][NH:16][CH2:15][C:14]=2[CH:13]=[CH:12]1.[C:20]([O:24][C:25](O[C:25]([O:24][C:20]([CH3:23])([CH3:22])[CH3:21])=[O:26])=[O:26])([CH3:23])([CH3:22])[CH3:21]. Product: [C:20]([O:24][C:25]([N:16]1[CH2:17][CH2:18][C:19]2[O:11][CH:12]=[CH:13][C:14]=2[CH2:15]1)=[O:26])([CH3:23])([CH3:22])[CH3:21]. The catalyst class is: 4. (4) Reactant: [CH3:1][N:2]1[C:7](=[O:8])[CH2:6][N:5]2[N:9]=[C:10]([NH:12][C:13]3[C:14](=[O:29])[N:15]([CH3:28])[CH:16]=[C:17](B4OC(C)(C)C(C)(C)O4)[CH:18]=3)[CH:11]=[C:4]2[CH2:3]1.Cl[C:31]1[CH:36]=[CH:35][N:34]=[C:33]([N:37]2[CH2:48][CH2:47][C:46]3[C:45]4[CH2:44][C:43]([CH3:50])([CH3:49])[CH2:42][C:41]=4[S:40][C:39]=3[C:38]2=[O:51])[C:32]=1[CH:52]=[O:53].[O-]P([O-])([O-])=O.[K+].[K+].[K+].C([O-])(=O)C.[Na+]. Product: [CH3:49][C:43]1([CH3:50])[CH2:42][C:41]2[S:40][C:39]3[C:38](=[O:51])[N:37]([C:33]4[C:32]([CH:52]=[O:53])=[C:31]([C:17]5[CH:18]=[C:13]([NH:12][C:10]6[CH:11]=[C:4]7[CH2:3][N:2]([CH3:1])[C:7](=[O:8])[CH2:6][N:5]7[N:9]=6)[C:14](=[O:29])[N:15]([CH3:28])[CH:16]=5)[CH:36]=[CH:35][N:34]=4)[CH2:48][CH2:47][C:46]=3[C:45]=2[CH2:44]1. The catalyst class is: 543. (5) Reactant: [NH2:1][C:2]1[N:7]=[C:6]([C:8]2[N:12]3[CH:13]=[C:14]([C:17]([OH:19])=O)[CH:15]=[CH:16][C:11]3=[N:10][C:9]=2[C:20]2[CH:25]=[CH:24][CH:23]=[C:22]([CH3:26])[N:21]=2)[CH:5]=[CH:4][N:3]=1.CN(C(ON1N=NC2[CH:38]=[CH:39][CH:40]=[N:41]C1=2)=[N+](C)C)C.F[P-](F)(F)(F)(F)F.CCN(C(C)C)C(C)C.C1(N)CC1. Product: [CH:40]1([NH:41][C:17]([C:14]2[CH:15]=[CH:16][C:11]3[N:12]([C:8]([C:6]4[CH:5]=[CH:4][N:3]=[C:2]([NH2:1])[N:7]=4)=[C:9]([C:20]4[CH:25]=[CH:24][CH:23]=[C:22]([CH3:26])[N:21]=4)[N:10]=3)[CH:13]=2)=[O:19])[CH2:38][CH2:39]1. The catalyst class is: 3. (6) Reactant: Br[C:2]1[S:6][C:5]([C:7]2[CH2:12][CH2:11][N:10]([C:13]([O:15][C:16]([CH3:19])([CH3:18])[CH3:17])=[O:14])[CH2:9][CH:8]=2)=[N:4][N:3]=1.[CH3:20][O:21][C:22]1[CH:23]=[C:24]([N:37]2[CH:41]=[CH:40][CH:39]=[N:38]2)[CH:25]=[CH:26][C:27]=1B1OC(C)(C)C(C)(C)O1.[O-]P([O-])([O-])=O.[K+].[K+].[K+].O1CCOCC1. Product: [CH3:20][O:21][C:22]1[CH:23]=[C:24]([N:37]2[CH:41]=[CH:40][CH:39]=[N:38]2)[CH:25]=[CH:26][C:27]=1[C:2]1[S:6][C:5]([C:7]2[CH2:12][CH2:11][N:10]([C:13]([O:15][C:16]([CH3:19])([CH3:18])[CH3:17])=[O:14])[CH2:9][CH:8]=2)=[N:4][N:3]=1. The catalyst class is: 103.